This data is from Reaction yield outcomes from USPTO patents with 853,638 reactions. The task is: Predict the reaction yield, written as a fraction of the theoretical maximum amount of product (1.0 means a 100% yield; for example, 0.34 means a 34% yield). The reactants are Br[C:2]1[CH:3]=[C:4]2[C:11]([C:12]([NH:14][CH3:15])=[O:13])=[C:10]([C:16]3[CH:21]=[CH:20][C:19]([F:22])=[CH:18][CH:17]=3)[O:9][C:5]2=[N:6][C:7]=1[Cl:8].B([C:26]1[CH:27]=[N:28][CH:29]=[C:30]([CH:34]=1)[C:31]([OH:33])=[O:32])(O)O.C(=O)([O-])[O-].[Cs+].[Cs+]. The catalyst is C1C=CC([P]([Pd]([P](C2C=CC=CC=2)(C2C=CC=CC=2)C2C=CC=CC=2)([P](C2C=CC=CC=2)(C2C=CC=CC=2)C2C=CC=CC=2)[P](C2C=CC=CC=2)(C2C=CC=CC=2)C2C=CC=CC=2)(C2C=CC=CC=2)C2C=CC=CC=2)=CC=1. The product is [Cl:8][C:7]1[N:6]=[C:5]2[O:9][C:10]([C:16]3[CH:21]=[CH:20][C:19]([F:22])=[CH:18][CH:17]=3)=[C:11]([C:12](=[O:13])[NH:14][CH3:15])[C:4]2=[CH:3][C:2]=1[C:26]1[CH:27]=[N:28][CH:29]=[C:30]([CH:34]=1)[C:31]([OH:33])=[O:32]. The yield is 0.930.